This data is from Forward reaction prediction with 1.9M reactions from USPTO patents (1976-2016). The task is: Predict the product of the given reaction. The product is: [CH3:10][C:11]1[N:12]=[C:13]([C:16]2[C:17](=[O:39])[N:18]3[CH2:24][CH2:23][CH2:22][C:21]4[CH:25]=[CH:26][N:27]=[CH:28][C:20]=4[C:19]3=[C:29]([C:4]3[CH:5]=[CH:6][N:1]=[CH:2][CH:3]=3)[CH:30]=2)[S:14][CH:15]=1. Given the reactants [N:1]1[CH:6]=[CH:5][C:4](B(O)O)=[CH:3][CH:2]=1.[CH3:10][C:11]1[N:12]=[C:13]([C:16]2[C:17](=[O:39])[N:18]3[CH2:24][CH2:23][CH2:22][C:21]4[CH:25]=[CH:26][N:27]=[CH:28][C:20]=4[C:19]3=[C:29](OS(C(F)(F)F)(=O)=O)[CH:30]=2)[S:14][CH:15]=1.P([O-])([O-])([O-])=O.[K+].[K+].[K+].O, predict the reaction product.